From a dataset of Forward reaction prediction with 1.9M reactions from USPTO patents (1976-2016). Predict the product of the given reaction. (1) Given the reactants C([O:3][C:4]([C:6]1([NH:15][C:16](=[O:29])[C:17]2[CH:22]=[CH:21][CH:20]=[C:19]([CH3:23])[C:18]=2[C:24]2[CH2:28][CH2:27][CH2:26][CH:25]=2)[CH2:14][C:13]2[C:8](=[CH:9][CH:10]=[CH:11][CH:12]=2)[CH2:7]1)=[O:5])C.[OH-].[K+].O, predict the reaction product. The product is: [C:24]1([C:18]2[C:19]([CH3:23])=[CH:20][CH:21]=[CH:22][C:17]=2[C:16]([NH:15][C:6]2([C:4]([OH:5])=[O:3])[CH2:7][C:8]3[C:13](=[CH:12][CH:11]=[CH:10][CH:9]=3)[CH2:14]2)=[O:29])[CH2:28][CH2:27][CH2:26][CH:25]=1. (2) Given the reactants [CH2:1]([N:8]1[CH2:16][CH:15]2[CH:10]([CH2:11][NH:12][CH2:13][CH2:14]2)[CH2:9]1)[C:2]1[CH:7]=[CH:6][CH:5]=[CH:4][CH:3]=1.C(N(CC)CC)C.[C:24]([O:28][C:29](O[C:29]([O:28][C:24]([CH3:27])([CH3:26])[CH3:25])=[O:30])=[O:30])([CH3:27])([CH3:26])[CH3:25], predict the reaction product. The product is: [C:24]([O:28][C:29]([N:12]1[CH2:13][CH2:14][CH:15]2[CH2:16][N:8]([CH2:1][C:2]3[CH:7]=[CH:6][CH:5]=[CH:4][CH:3]=3)[CH2:9][CH:10]2[CH2:11]1)=[O:30])([CH3:27])([CH3:26])[CH3:25].